Dataset: Full USPTO retrosynthesis dataset with 1.9M reactions from patents (1976-2016). Task: Predict the reactants needed to synthesize the given product. (1) Given the product [C:5]([O:4][C:3]([NH:2][O:1][C:20]([O:19][CH:14]([CH2:15][O:16][CH2:17][CH3:18])[CH2:13][O:12][CH2:10][CH3:11])=[O:21])=[O:9])([CH3:8])([CH3:7])[CH3:6], predict the reactants needed to synthesize it. The reactants are: [OH:1][NH:2][C:3](=[O:9])[O:4][C:5]([CH3:8])([CH3:7])[CH3:6].[CH2:10]([O:12][CH2:13][CH:14]([OH:19])[CH2:15][O:16][CH2:17][CH3:18])[CH3:11].[C:20](Cl)(Cl)=[O:21]. (2) Given the product [CH2:12]1[C:13]2[C:18](=[CH:17][CH:16]=[CH:15][CH:14]=2)[CH2:19][CH2:20][N:11]1[CH2:10][CH:9]([OH:21])[CH2:8][NH:7][C:5](=[O:6])[C:4]1[CH:22]=[CH:23][CH:24]=[C:2]([NH:1][CH:33]2[CH2:34][CH2:35][O:30][CH2:31][CH2:32]2)[C:3]=1[CH3:25], predict the reactants needed to synthesize it. The reactants are: [NH2:1][C:2]1[C:3]([CH3:25])=[C:4]([CH:22]=[CH:23][CH:24]=1)[C:5]([NH:7][CH2:8][CH:9]([OH:21])[CH2:10][N:11]1[CH2:20][CH2:19][C:18]2[C:13](=[CH:14][CH:15]=[CH:16][CH:17]=2)[CH2:12]1)=[O:6].CC(O)=O.[O:30]1[CH2:35][CH2:34][C:33](=O)[CH2:32][CH2:31]1.[BH3-]C#N.[Na+]. (3) Given the product [CH:2]([N:5]1[CH2:6][CH:7]([O:9][C:10]2[CH:11]=[CH:12][C:13]([O:16][C:17]3[CH:18]=[C:19]4[C:24](=[CH:25][CH:26]=3)[N:23]=[CH:22][N:21]=[C:20]4[NH:27][C:28]3[CH:32]=[CH:31][N:30]([CH3:33])[N:29]=3)=[N:14][CH:15]=2)[CH2:8]1)([CH3:4])[CH3:1], predict the reactants needed to synthesize it. The reactants are: [CH3:1][C:2]([CH3:4])=O.[NH:5]1[CH2:8][CH:7]([O:9][C:10]2[CH:11]=[CH:12][C:13]([O:16][C:17]3[CH:18]=[C:19]4[C:24](=[CH:25][CH:26]=3)[N:23]=[CH:22][N:21]=[C:20]4[NH:27][C:28]3[CH:32]=[CH:31][N:30]([CH3:33])[N:29]=3)=[N:14][CH:15]=2)[CH2:6]1.[OH-].[Na+]. (4) Given the product [Cl:1][C:2]1[CH:7]=[CH:6][C:5](/[CH:8]=[CH:9]/[C:10]([OH:12])=[O:11])=[CH:4][C:3]=1[NH:15][C:16]([C:18]1[C:27]2[C:22](=[CH:23][CH:24]=[CH:25][CH:26]=2)[CH:21]=[C:20]([C:28]2[CH:33]=[CH:32][CH:31]=[CH:30][CH:29]=2)[CH:19]=1)=[O:17], predict the reactants needed to synthesize it. The reactants are: [Cl:1][C:2]1[CH:7]=[CH:6][C:5](/[CH:8]=[CH:9]/[C:10]([O:12]CC)=[O:11])=[CH:4][C:3]=1[NH:15][C:16]([C:18]1[C:27]2[C:22](=[CH:23][CH:24]=[CH:25][CH:26]=2)[CH:21]=[C:20]([C:28]2[CH:33]=[CH:32][CH:31]=[CH:30][CH:29]=2)[CH:19]=1)=[O:17].O[Li].O. (5) Given the product [CH:1]1([C:4]2[N:8]([C:9]3[C:10]([F:17])=[CH:11][C:12]([NH:13][C:27](=[O:26])[CH2:28][C:29](=[O:30])[CH3:31])=[CH:14][C:15]=3[F:16])[N:7]=[C:6]([C:18]([F:20])([F:19])[F:21])[CH:5]=2)[CH2:2][CH2:3]1, predict the reactants needed to synthesize it. The reactants are: [CH:1]1([C:4]2[N:8]([C:9]3[C:15]([F:16])=[CH:14][C:12]([NH2:13])=[CH:11][C:10]=3[F:17])[N:7]=[C:6]([C:18]([F:21])([F:20])[F:19])[CH:5]=2)[CH2:3][CH2:2]1.C([O:26][C:27](=O)[CH2:28][C:29]([CH3:31])=[O:30])(C)(C)C. (6) Given the product [C@H:33]([NH:32][C:30](=[O:31])[C:29]1[CH:37]=[CH:38][CH:39]=[C:27]([CH2:26][N:23]2[CH2:24][CH2:25][N:20]([C:18](=[O:19])[C:17]3[CH:40]=[CH:41][C:14]([NH:13][C:1]([NH:55][CH2:54][C:53]([CH3:57])([CH3:56])[CH3:52])=[O:12])=[C:15]([F:42])[CH:16]=3)[CH2:21][CH2:22]2)[CH:28]=1)([CH2:35][CH3:36])[CH3:34], predict the reactants needed to synthesize it. The reactants are: [C:1](=[O:12])(OC(Cl)(Cl)Cl)OC(Cl)(Cl)Cl.[NH2:13][C:14]1[CH:41]=[CH:40][C:17]([C:18]([N:20]2[CH2:25][CH2:24][N:23]([CH2:26][C:27]3[CH:28]=[C:29]([CH:37]=[CH:38][CH:39]=3)[C:30]([NH:32][C@@H:33]([CH2:35][CH3:36])[CH3:34])=[O:31])[CH2:22][CH2:21]2)=[O:19])=[CH:16][C:15]=1[F:42].C(N(C(C)C)C(C)C)C.[CH3:52][C:53]([CH3:57])([CH3:56])[CH2:54][NH2:55]. (7) Given the product [OH:1][C:2]1[CH:3]=[C:4]([NH:8][C:9]2[N:10]=[C:11]3[C:12]([NH:20][C:39](=[O:40])[N:23]3[C:24]3[CH:29]=[CH:28][CH:27]=[CH:26][C:25]=3[O:30][CH3:31])=[C:13]([C:15]([NH2:56])=[O:16])[N:14]=2)[CH:5]=[CH:6][CH:7]=1, predict the reactants needed to synthesize it. The reactants are: [OH:1][C:2]1[CH:3]=[C:4]([NH:8][C:9]2[N:14]=[C:13]([C:15](OCC)=[O:16])[C:12]([N+:20]([O-])=O)=[C:11]([NH:23][C:24]3[CH:29]=[CH:28][CH:27]=[CH:26][C:25]=3[O:30][CH3:31])[N:10]=2)[CH:5]=[CH:6][CH:7]=1.ClC1N=C([C:39](OCC)=[O:40])C([N+]([O-])=O)=C(NC2C=CC=CC=2OC)N=1.[NH2:56]C1C=C(O)C=CC=1.C(N(CC)C(C)C)(C)C.